From a dataset of Forward reaction prediction with 1.9M reactions from USPTO patents (1976-2016). Predict the product of the given reaction. The product is: [CH:23]([O:25][CH2:26][CH2:27][O:28][NH:29][C:8]([C:6]1[CH:7]=[C:2]([F:1])[C:3]2[N:4]([CH:20]=[N:21][CH:22]=2)[C:5]=1[NH:11][C:12]1[CH:17]=[CH:16][C:15]([I:18])=[CH:14][C:13]=1[F:19])=[O:9])=[CH2:24]. Given the reactants [F:1][C:2]1[C:3]2[N:4]([CH:20]=[N:21][CH:22]=2)[C:5]([NH:11][C:12]2[CH:17]=[CH:16][C:15]([I:18])=[CH:14][C:13]=2[F:19])=[C:6]([C:8](O)=[O:9])[CH:7]=1.[CH:23]([O:25][CH2:26][CH2:27][O:28][NH2:29])=[CH2:24].CCN=C=NCCCN(C)C.C1C=CC2N(O)N=NC=2C=1.CCN(C(C)C)C(C)C, predict the reaction product.